From a dataset of Reaction yield outcomes from USPTO patents with 853,638 reactions. Predict the reaction yield, written as a fraction of the theoretical maximum amount of product (1.0 means a 100% yield; for example, 0.34 means a 34% yield). (1) The reactants are [Cl:1][C:2]1[C:11]2[C:6](=[CH:7][C:8]([O:12][CH2:13][CH2:14][CH2:15][Cl:16](=O)=O)=[CH:9][CH:10]=2)[N:5]=[CH:4][N:3]=1.[NH2:19][C:20]1[CH:24]=[CH:23][N:22]([CH2:25][C:26]([NH:28][C:29]2[CH:34]=[CH:33][CH:32]=[C:31]([F:35])[C:30]=2[F:36])=[O:27])[N:21]=1. No catalyst specified. The product is [ClH:1].[Cl:16][CH2:15][CH2:14][CH2:13][O:12][C:8]1[CH:7]=[C:6]2[C:11]([C:2]([NH:19][C:20]3[CH:24]=[CH:23][N:22]([CH2:25][C:26]([NH:28][C:29]4[CH:34]=[CH:33][CH:32]=[C:31]([F:35])[C:30]=4[F:36])=[O:27])[N:21]=3)=[N:3][CH:4]=[N:5]2)=[CH:10][CH:9]=1. The yield is 0.900. (2) The reactants are [Br:1][C:2]1[CH:7]=[C:6]([N+:8]([O-])=O)[CH:5]=[CH:4][C:3]=1[N:11]1[C:20](=[O:21])[C:19]2[C:14](=[CH:15][CH:16]=[CH:17][CH:18]=2)[NH:13][C:12]1=[O:22].O.O.[Sn](Cl)Cl.[OH-].[Na+]. The catalyst is C(OCC)(=O)C. The product is [NH2:8][C:6]1[CH:5]=[CH:4][C:3]([N:11]2[C:20](=[O:21])[C:19]3[C:14](=[CH:15][CH:16]=[CH:17][CH:18]=3)[NH:13][C:12]2=[O:22])=[C:2]([Br:1])[CH:7]=1. The yield is 0.940. (3) The reactants are C([O:8][CH2:9][CH2:10][C@@H:11]([C:17]1[NH:18][C:19]2[C:24]([CH:25]=1)=[CH:23][C:22]([O:26][Si:27]([CH:34]([CH3:36])[CH3:35])([CH:31]([CH3:33])[CH3:32])[CH:28]([CH3:30])[CH3:29])=[CH:21][CH:20]=2)[CH2:12][C:13]([O:15][CH3:16])=[O:14])C1C=CC=CC=1.[H][H]. The catalyst is CCOC(C)=O.[Pd]. The product is [OH:8][CH2:9][CH2:10][C@@H:11]([C:17]1[NH:18][C:19]2[C:24]([CH:25]=1)=[CH:23][C:22]([O:26][Si:27]([CH:34]([CH3:36])[CH3:35])([CH:28]([CH3:30])[CH3:29])[CH:31]([CH3:33])[CH3:32])=[CH:21][CH:20]=2)[CH2:12][C:13]([O:15][CH3:16])=[O:14]. The yield is 0.920.